From a dataset of Reaction yield outcomes from USPTO patents with 853,638 reactions. Predict the reaction yield, written as a fraction of the theoretical maximum amount of product (1.0 means a 100% yield; for example, 0.34 means a 34% yield). (1) The reactants are [OH:1][CH2:2][CH2:3][CH2:4][CH2:5][O:6][C:7]1[CH:8]=[CH:9][C:10]2[CH2:16][CH2:15][NH:14][C:13](=[O:17])[NH:12][C:11]=2[N:18]=1.C(N(CC)CC)C.[CH3:26][S:27](Cl)(=[O:29])=[O:28].O. The catalyst is ClCCl. The product is [CH3:26][S:27]([O:1][CH2:2][CH2:3][CH2:4][CH2:5][O:6][C:7]1[CH:8]=[CH:9][C:10]2[CH2:16][CH2:15][NH:14][C:13](=[O:17])[NH:12][C:11]=2[N:18]=1)(=[O:29])=[O:28]. The yield is 0.920. (2) The reactants are [N:1]1[C:11]2[C:6](=[CH:7][CH:8]=[CH:9][CH:10]=2)[C:4]([CH3:5])=[CH:3][CH:2]=1.[Cl:12][CH2:13][CH2:14][OH:15]. The catalyst is C(#N)C. The product is [Cl-:12].[OH:15][CH2:14][CH2:13][N+:1]1[C:11]2[C:6](=[CH:7][CH:8]=[CH:9][CH:10]=2)[C:4]([CH3:5])=[CH:3][CH:2]=1. The yield is 0.630. (3) The reactants are Br.[NH2:2][CH2:3][CH2:4][CH2:5][CH2:6][C:7]1[CH:12]=[CH:11][C:10]([OH:13])=[CH:9][CH:8]=1.[C:14]1(=O)[O:19][C:17](=[O:18])[C:16]2=[CH:20][CH:21]=[CH:22][CH:23]=[C:15]12.C(N(CC)CC)C. The catalyst is C(Cl)(Cl)Cl. The product is [OH:13][C:10]1[CH:9]=[CH:8][C:7]([CH2:6][CH2:5][CH2:4][CH2:3][N:2]2[C:17](=[O:18])[C:16]3[C:15](=[CH:23][CH:22]=[CH:21][CH:20]=3)[C:14]2=[O:19])=[CH:12][CH:11]=1. The yield is 0.410. (4) The reactants are C([O:8][C:9]1[CH:26]=[C:25]([N+:27]([O-:29])=[O:28])[CH:24]=[CH:23][C:10]=1[C:11]([NH:13][C@@H:14]([C@H:20]([OH:22])[CH3:21])[C:15]([NH:17][CH2:18][CH3:19])=[O:16])=[O:12])C1C=CC=CC=1.C(Cl)(Cl)Cl.CCCCCC.C(Cl)(Cl)Cl.CO. The catalyst is C(Cl)Cl. The product is [CH2:18]([NH:17][C:15](=[O:16])[C@@H:14]([NH:13][C:11](=[O:12])[C:10]1[CH:23]=[CH:24][C:25]([N+:27]([O-:29])=[O:28])=[CH:26][C:9]=1[OH:8])[C@H:20]([OH:22])[CH3:21])[CH3:19]. The yield is 0.930. (5) The catalyst is C(Cl)Cl. The reactants are [CH3:1][N:2]1[C:11]2[C:6](=[CH:7][CH:8]=[CH:9][CH:10]=2)[CH:5]=[C:4]([CH2:12][NH:13][CH2:14][C:15]2([N:22]3[CH2:27][CH2:26][N:25]([CH3:28])[CH2:24][CH2:23]3)[CH2:21][CH2:20][CH:19]=[CH:18][O:17][CH2:16]2)[C:3]1=[O:29].[CH:30]1([C:36](Cl)=[O:37])[CH2:35][CH2:34][CH2:33][CH2:32][CH2:31]1. The product is [CH3:1][N:2]1[C:11]2[C:6](=[CH:7][CH:8]=[CH:9][CH:10]=2)[CH:5]=[C:4]([CH2:12][N:13]([CH2:14][C:15]2([N:22]3[CH2:23][CH2:24][N:25]([CH3:28])[CH2:26][CH2:27]3)[CH2:21][CH2:20][CH:19]=[CH:18][O:17][CH2:16]2)[C:36]([CH:30]2[CH2:35][CH2:34][CH2:33][CH2:32][CH2:31]2)=[O:37])[C:3]1=[O:29]. The yield is 0.700.